This data is from Kir2.1 potassium channel HTS with 301,493 compounds. The task is: Binary Classification. Given a drug SMILES string, predict its activity (active/inactive) in a high-throughput screening assay against a specified biological target. (1) The molecule is O=C(N1CCCCC1)c1nc2n(c1CNCc1cn(nc1)CC)cccc2C. The result is 0 (inactive). (2) The compound is O=C(N1C(c2[nH]c3c(c2CC1)ccc(OC)c3)C)C. The result is 0 (inactive).